Task: Predict the product of the given reaction.. Dataset: Forward reaction prediction with 1.9M reactions from USPTO patents (1976-2016) (1) Given the reactants C[Si](C)(C)N[Si](C)(C)C.C([Li])CCC.CCCCCC.[F:21][C:22]1[CH:23]=[C:24]([CH2:28][N:29]2[CH2:34][CH2:33][CH:32]([CH2:35][CH2:36][C:37]([C:39]3[CH:40]=[C:41]4[C:46]5=[C:47]([CH2:49][CH2:50][N:45]5[C:44](=[O:51])[CH2:43][CH2:42]4)[CH:48]=3)=[O:38])[CH2:31][CH2:30]2)[CH:25]=[CH:26][CH:27]=1.C1C=CC(S(N(S(C2C=CC=CC=2)(=O)=O)[F:62])(=O)=O)=CC=1, predict the reaction product. The product is: [F:62][CH:36]([CH2:35][CH:32]1[CH2:31][CH2:30][N:29]([CH2:28][C:24]2[CH:25]=[CH:26][CH:27]=[C:22]([F:21])[CH:23]=2)[CH2:34][CH2:33]1)[C:37]([C:39]1[CH:40]=[C:41]2[C:46]3=[C:47]([CH2:49][CH2:50][N:45]3[C:44](=[O:51])[CH2:43][CH2:42]2)[CH:48]=1)=[O:38]. (2) The product is: [Cl:1][C:2]1[CH:3]=[C:4]2[C:9](=[CH:10][CH:11]=1)[NH:8][C:7](=[O:12])[C:6]([CH:13]([OH:14])[CH3:15])=[CH:5]2. Given the reactants [Cl:1][C:2]1[CH:3]=[C:4]2[C:9](=[CH:10][CH:11]=1)[NH:8][C:7](=[O:12])[C:6]([CH:13]=[O:14])=[CH:5]2.[CH3:15][Mg]Br, predict the reaction product. (3) Given the reactants [Cl:1][C:2]1[CH:3]=[C:4]([C@@H:8]([NH:10][C:11]([N:13]2[CH2:18][CH2:17][N:16]([C:19]3[C:20]4[S:27][C:26]([C:28]5[CH2:29][CH2:30][N:31](C(OC(C)(C)C)=O)[CH2:32][CH:33]=5)=[CH:25][C:21]=4[N:22]=[CH:23][N:24]=3)[CH2:15][C:14]2([CH3:42])[CH3:41])=[O:12])[CH3:9])[CH:5]=[CH:6][CH:7]=1.Cl, predict the reaction product. The product is: [ClH:1].[Cl:1][C:2]1[CH:3]=[C:4]([C@@H:8]([NH:10][C:11]([N:13]2[CH2:18][CH2:17][N:16]([C:19]3[C:20]4[S:27][C:26]([C:28]5[CH2:29][CH2:30][NH:31][CH2:32][CH:33]=5)=[CH:25][C:21]=4[N:22]=[CH:23][N:24]=3)[CH2:15][C:14]2([CH3:41])[CH3:42])=[O:12])[CH3:9])[CH:5]=[CH:6][CH:7]=1.